Dataset: Reaction yield outcomes from USPTO patents with 853,638 reactions. Task: Predict the reaction yield, written as a fraction of the theoretical maximum amount of product (1.0 means a 100% yield; for example, 0.34 means a 34% yield). (1) The reactants are [CH3:1][O:2][C:3]1[C:12]([NH:13][C:14](=[O:18])OCC)=[N:11][C:10]2[C:5](=[CH:6][C:7]([CH3:20])=[C:8]([CH3:19])[CH:9]=2)[N:4]=1.[Br:21][C:22]1[CH:23]=[C:24]([N:28]2[CH2:33][CH2:32][NH:31][CH2:30][CH2:29]2)[CH:25]=[CH:26][CH:27]=1. No catalyst specified. The product is [CH3:1][O:2][C:3]1[C:12]([NH:13][C:14]([N:31]2[CH2:30][CH2:29][N:28]([C:24]3[CH:25]=[CH:26][CH:27]=[C:22]([Br:21])[CH:23]=3)[CH2:33][CH2:32]2)=[O:18])=[N:11][C:10]2[C:5](=[CH:6][C:7]([CH3:20])=[C:8]([CH3:19])[CH:9]=2)[N:4]=1. The yield is 0.690. (2) The reactants are [NH2:1][C:2]1[N:7]=[CH:6][N:5]=[C:4]2[N:8]([CH:12]([C:14]3[O:15][C:16]4[C:21]([C:22](=[O:31])[C:23]=3[C:24]3[CH:29]=[CH:28][CH:27]=[C:26]([F:30])[CH:25]=3)=[CH:20][CH:19]=[CH:18][CH:17]=4)[CH3:13])[N:9]=[C:10](I)[C:3]=12.C([N:39]1[CH:43]=[C:42](B2OC(C)(C)C(C)(C)O2)[CH:41]=[N:40]1)(OC(C)(C)C)=O.C(=O)([O-])[O-].[Na+].[Na+].ClCCl. The catalyst is CN(C=O)C.C(O)C.O. The product is [NH2:1][C:2]1[N:7]=[CH:6][N:5]=[C:4]2[N:8]([CH:12]([C:14]3[O:15][C:16]4[C:21]([C:22](=[O:31])[C:23]=3[C:24]3[CH:29]=[CH:28][CH:27]=[C:26]([F:30])[CH:25]=3)=[CH:20][CH:19]=[CH:18][CH:17]=4)[CH3:13])[N:9]=[C:10]([C:42]3[CH:43]=[N:39][NH:40][CH:41]=3)[C:3]=12. The yield is 0.110.